Dataset: Full USPTO retrosynthesis dataset with 1.9M reactions from patents (1976-2016). Task: Predict the reactants needed to synthesize the given product. (1) The reactants are: [F:1][C:2]1[CH:7]=[CH:6][C:5]([C:8](=O)[C:9](=[CH:19][OH:20])[CH2:10][CH2:11][N:12]2[CH2:17][CH2:16][CH:15]([CH3:18])[CH2:14][CH2:13]2)=[CH:4][CH:3]=1.O.[NH2:23][NH2:24].[ClH:25].CC(C)=[O:28]. Given the product [OH2:20].[OH2:28].[ClH:25].[ClH:25].[F:1][C:2]1[CH:7]=[CH:6][C:5]([C:8]2[C:9]([CH2:10][CH2:11][N:12]3[CH2:17][CH2:16][CH:15]([CH3:18])[CH2:14][CH2:13]3)=[CH:19][NH:24][N:23]=2)=[CH:4][CH:3]=1, predict the reactants needed to synthesize it. (2) Given the product [CH3:7][N:8]([CH3:11])[C:9](=[O:10])[CH2:35][CH2:34]/[C:33](=[N:32]\[O:31][CH2:30][C:29]1[CH:45]=[CH:46][C:26]([O:25][CH2:24][C:14]2[N:15]=[C:16]([C:18]3[CH:19]=[CH:20][CH:21]=[CH:22][CH:23]=3)[O:17][C:13]=2[CH3:12])=[CH:27][CH:28]=1)/[C:39]1[CH:40]=[CH:41][CH:42]=[CH:43][CH:44]=1, predict the reactants needed to synthesize it. The reactants are: C(Cl)(=O)C(Cl)=O.[CH3:7][N:8]([CH3:11])[CH:9]=[O:10].[CH3:12][C:13]1[O:17][C:16]([C:18]2[CH:23]=[CH:22][CH:21]=[CH:20][CH:19]=2)=[N:15][C:14]=1[CH2:24][O:25][C:26]1[CH:46]=[CH:45][C:29]([CH2:30][O:31]/[N:32]=[C:33](/[C:39]2[CH:44]=[CH:43][CH:42]=[CH:41][CH:40]=2)\[CH2:34][CH2:35]C(O)=O)=[CH:28][CH:27]=1.C(OCC)(=O)C.CCCCCC. (3) Given the product [Cl:22][C:19]1[CH:20]=[CH:21][C:16]([S:13]([NH:12][C@@H:10]([C:9]2[N:24]([CH2:25][CH3:26])[C:4]3[CH:3]=[C:2]([Cl:1])[N:7]=[CH:6][C:5]=3[N:8]=2)[CH3:11])(=[O:15])=[O:14])=[CH:17][CH:18]=1, predict the reactants needed to synthesize it. The reactants are: [Cl:1][C:2]1[N:7]=[CH:6][C:5]([NH:8][C:9](=O)[C@H:10]([NH:12][S:13]([C:16]2[CH:21]=[CH:20][C:19]([Cl:22])=[CH:18][CH:17]=2)(=[O:15])=[O:14])[CH3:11])=[C:4]([NH:24][CH2:25][CH3:26])[CH:3]=1. (4) Given the product [F:19][C:20]([F:32])([F:33])[C:21]1[CH:31]=[CH:30][C:24]([C:25]([O:27][CH2:28][N:15]2[C:14](=[O:16])[O:13][N:12]=[C:11]2[C:7]2[CH:6]=[C:5]([C:4]([F:3])([F:17])[F:18])[CH:10]=[CH:9][N:8]=2)=[O:26])=[CH:23][CH:22]=1, predict the reactants needed to synthesize it. The reactants are: [H-].[Na+].[F:3][C:4]([F:18])([F:17])[C:5]1[CH:10]=[CH:9][N:8]=[C:7]([C:11]2[NH:12][O:13][C:14](=[O:16])[N:15]=2)[CH:6]=1.[F:19][C:20]([F:33])([F:32])[C:21]1[CH:31]=[CH:30][C:24]([C:25]([O:27][CH2:28]Cl)=[O:26])=[CH:23][CH:22]=1.[Cl-].[NH4+]. (5) Given the product [CH3:1][O:2][C:3]1[CH:11]=[C:10]2[C:6](=[CH:5][C:4]=1[CH3:13])[CH2:7][CH:8]=[C:9]2[C:14]#[N:15], predict the reactants needed to synthesize it. The reactants are: [CH3:1][O:2][C:3]1[CH:11]=[C:10]2[C:6]([CH2:7][CH2:8][C:9]2=O)=[CH:5][C:4]=1[CH3:13].[C:14](P(=O)(OCC)OCC)#[N:15].[C-]#N.[Li+].[Cl-].[Na+].B(F)(F)F.CCOCC.